This data is from Forward reaction prediction with 1.9M reactions from USPTO patents (1976-2016). The task is: Predict the product of the given reaction. (1) Given the reactants [NH2:1][CH:2]([CH2:5][CH2:6][S:7][CH3:8])[CH2:3][OH:4].C(=O)(O)[O-:10].[Na+], predict the reaction product. The product is: [NH2:1][CH:2]([CH2:5][CH2:6][S:7][CH3:8])[C:3]([OH:10])=[O:4]. (2) Given the reactants C(N(CC)CC)C.Cl[C:9](Cl)([O:11]C(=O)OC(Cl)(Cl)Cl)Cl.[CH2:20]([C:22]1[CH:27]=[CH:26][CH:25]=[CH:24][C:23]=1[O:28][C:29]1[N:34]=[CH:33][C:32]([NH:35][C:36](=[O:40])[C@@H:37]([CH3:39])[NH2:38])=[CH:31][CH:30]=1)[CH3:21], predict the reaction product. The product is: [CH2:20]([C:22]1[CH:27]=[CH:26][CH:25]=[CH:24][C:23]=1[O:28][C:29]1[N:34]=[CH:33][C:32]([N:35]2[C:36](=[O:40])[C@@H:37]([CH3:39])[NH:38][C:9]2=[O:11])=[CH:31][CH:30]=1)[CH3:21]. (3) Given the reactants [CH2:1]([N:8]1[C:17]2[C:12](=[N:13][CH:14]=[C:15]([Br:18])[CH:16]=2)[CH2:11][CH:10]([CH2:19][OH:20])[CH2:9]1)[C:2]1[CH:7]=[CH:6][CH:5]=[CH:4][CH:3]=1.C(N(C(C)C)CC)(C)C.[Si:30](Cl)([C:33]([CH3:36])([CH3:35])[CH3:34])([CH3:32])[CH3:31], predict the reaction product. The product is: [CH2:1]([N:8]1[C:17]2[C:12](=[N:13][CH:14]=[C:15]([Br:18])[CH:16]=2)[CH2:11][CH:10]([CH2:19][O:20][Si:30]([C:33]([CH3:36])([CH3:35])[CH3:34])([CH3:32])[CH3:31])[CH2:9]1)[C:2]1[CH:3]=[CH:4][CH:5]=[CH:6][CH:7]=1. (4) Given the reactants [CH3:1][C:2]1([CH3:9])[O:7][CH2:6][CH:5]([OH:8])[CH2:4][O:3]1.[OH:10][N:11]1[C:15](=[O:16])[C:14]2=[CH:17][CH:18]=[CH:19][CH:20]=[C:13]2[C:12]1=[O:21].C1(P(C2C=CC=CC=2)C2C=CC=CC=2)C=CC=CC=1.N(C(OCC)=O)=NC(OCC)=O, predict the reaction product. The product is: [CH3:1][C:2]1([CH3:9])[O:7][CH2:6][CH:5]([OH:8])[CH2:4][O:3]1.[CH3:1][C:2]1([CH3:9])[O:7][CH2:6][CH:5]([O:10][N:11]2[C:12](=[O:21])[C:13]3[C:14](=[CH:17][CH:18]=[CH:19][CH:20]=3)[C:15]2=[O:16])[CH2:4][O:3]1. (5) Given the reactants I[C:2]1[CH:3]=[C:4]([CH:17]=[CH:18][C:19]=1[CH3:20])[C:5]([NH:7][CH2:8][CH2:9][CH2:10][N:11]1[CH2:16][CH2:15][O:14][CH2:13][CH2:12]1)=[O:6].C(N(CC)CC)C.[CH3:28][C:29]1([CH3:36])[C:33]([CH3:35])([CH3:34])[O:32][BH:31][O:30]1, predict the reaction product. The product is: [CH3:20][C:19]1[CH:18]=[CH:17][C:4]([C:5]([NH:7][CH2:8][CH2:9][CH2:10][N:11]2[CH2:16][CH2:15][O:14][CH2:13][CH2:12]2)=[O:6])=[CH:3][C:2]=1[B:31]1[O:32][C:33]([CH3:35])([CH3:34])[C:29]([CH3:36])([CH3:28])[O:30]1.